The task is: Regression. Given a target protein amino acid sequence and a drug SMILES string, predict the binding affinity score between them. We predict pKd (pKd = -log10(Kd in M); higher means stronger binding). Dataset: bindingdb_kd.. This data is from Drug-target binding data from BindingDB using Kd measurements. (1) The small molecule is c1ccc2[nH]c(NC3CCCc4ccncc43)nc2c1. The target protein (P70605) has sequence MDTSGHFHDSGVGDLDEDPKCPCPSSGDEQQQQQQPPPPSAPPAVPQQPPGPLLQPQPPQLQQQQQQQQQQQQQQQQQQQAPLHPLPQLAQLQSQLVHPGLLHSSPTAFRAPNSANSTAILHPSSRQGSQLNLNDHLLGHSPSSTATSGPGGGSRHRQASPLVHRRDSNPFTEIAMSSCKYSGGVMKPLSRLSASRRNLIEAEPEGQPLQLFSPSNPPEIIISSREDNHAHQTLLHHPNATHNHQHAGTTAGSTTFPKANKRKNQNIGYKLGHRRALFEKRKRLSDYALIFGMFGIVVMVIETELSWGLYSKDSMFSLALKCLISLSTIILLGLIIAYHTREVQLFVIDNGADDWRIAMTYERILYISLEMLVCAIHPIPGEYKFFWTARLAFSYTPSRAEADVDIILSIPMFLRLYLIARVMLLHSKLFTDASSRSIGALNKINFNTRFVMKTLMTICPGTVLLVFSISLWIIAAWTVRVCERYHDQQDVTSNFLGAMW.... The pKd is 5.2. (2) The drug is COc1cc2c(N3CCN(C(=O)Nc4ccc(OC(C)C)cc4)CC3)ncnc2cc1OCCCN1CCCCC1. The target protein sequence is HHSTVADGLITTLHYPAPKRNKPTVYGVSPNYDKWEMERTDITMKHKLGGGQYGEVYEGVWKKYSLTVAVKTLKEDTMEVEEFLKEAAVMKEIKHPNLVQLLGVCTREPPFYIIIEFMTYGNLLDYLRECNRQEVNAVVLLYMATQISSAMEYLEKKNFIHRDLAARNCLVGENHLVKVADFGLSRLMTGDTYTAHAGAKFPIKWTAPESLAYNKFSIKSDVWAFGVLLWEIATYGMSPYPGIDLSQVYELLEKDYRMERPEGCPEKVYELMRACWQWNPSDRPSFAEIHQAFETMFQES. The pKd is 5.0. (3) The drug is CC(O)C(=O)N[C@@H]1CCC[C@H](Nc2nc(-c3c[nH]c4ncc(Cl)cc34)ncc2F)C1. The target protein (P03428) has sequence MERIKELRNLMSQSRTREILTKTTVDHMAIIKKYTSGRQEKNPALRMKWMMAMKYPITADKRITEMIPERNEQGQTLWSKMNDAGSDRVMVSPLAVTWWNRNGPITNTVHYPKIYKTYFERVERLKHGTFGPVHFRNQVKIRRRVDINPGHADLSAKEAQDVIMEVVFPNEVGARILTSESQLTITKEKKEELQDCKISPLMVAYMLERELVRKTRFLPVAGGTSSVYIEVLHLTQGTCWEQMYTPGGEVRNDDVDQSLIIAARNIVRRAAVSADPLASLLEMCHSTQIGGIRMVDILRQNPTEEQAVDICKAAMGLRISSSFSFGGFTFKRTSGSSVKREEEVLTGNLQTLKIRVHEGYEEFTMVGRRATAILRKATRRLIQLIVSGRDEQSIAEAIIVAMVFSQEDCMIKAVRGDLNFVNRANQRLNPMHQLLRHFQKDAKVLFQNWGVEPIDNVMGMIGILPDMTPSIEMSMRGVRISKMGVDEYSSTERVVVSIDR.... The pKd is 6.4. (4) The drug is CSCC[C@H](NC(=O)[C@H](C)NC(=O)[C@H](CC(=O)O)NC(=O)[C@H](C)N)C(=O)N[C@@H](CCSC)C(=O)N[C@@H](CCC(N)=O)C(=O)N[C@@H](C)C(=O)N[C@@H](CC(C)C)C(=O)N[C@@H](CC(C)C)C(=O)NCC(=O)N[C@@H](C)C(=O)N[C@@H](CCCNC(=N)N)C(=O)O. The target protein sequence is IYKAAVEQLTEEQKNEFKAAFDIFVLGAEDGCISTKELGKVMRMLGQNPTPEELQEMIDEVDEDGSGTVDFDEFLVMMVRCM. The pKd is 4.8.